Dataset: TCR-epitope binding with 47,182 pairs between 192 epitopes and 23,139 TCRs. Task: Binary Classification. Given a T-cell receptor sequence (or CDR3 region) and an epitope sequence, predict whether binding occurs between them. (1) The epitope is YVLDHLIVV. The TCR CDR3 sequence is CASSFRLGQGHYGYTF. Result: 1 (the TCR binds to the epitope). (2) The epitope is AYILFTRFFYV. The TCR CDR3 sequence is CASSLVGGGTTDTQYF. Result: 0 (the TCR does not bind to the epitope).